Task: Predict the reaction yield, written as a fraction of the theoretical maximum amount of product (1.0 means a 100% yield; for example, 0.34 means a 34% yield).. Dataset: Reaction yield outcomes from USPTO patents with 853,638 reactions (1) The reactants are [CH3:1][O:2][C:3]1[CH:10]=[C:9]([O:11][CH3:12])[CH:8]=[CH:7][C:4]=1[CH2:5][NH2:6].C(N(CC)CC)C.Cl[C:21](=[O:27])[C:22]([O:24][CH2:25][CH3:26])=[O:23]. The catalyst is C1COCC1. The product is [CH2:25]([O:24][C:22](=[O:23])[C:21]([NH:6][CH2:5][C:4]1[CH:7]=[CH:8][C:9]([O:11][CH3:12])=[CH:10][C:3]=1[O:2][CH3:1])=[O:27])[CH3:26]. The yield is 0.920. (2) The reactants are C([O:3][C:4]([C:6]1[S:10][C:9]2=[CH:11][N:12]=[C:13]([CH3:14])[N:8]2[N:7]=1)=O)C.O.[NH2:16][NH2:17]. The catalyst is C1COCC1. The product is [CH3:14][C:13]1[N:8]2[C:9]([S:10][C:6]([C:4]([NH:16][NH2:17])=[O:3])=[N:7]2)=[CH:11][N:12]=1. The yield is 0.800. (3) The catalyst is C1COCC1. The product is [CH3:1][O:2][C:3]1[C:8]([CH2:9][NH:10][C:18](=[O:19])[O:17][C:14]([CH3:16])([CH3:15])[CH3:13])=[C:7]([CH3:11])[CH:6]=[C:5]([CH3:12])[N:4]=1. The reactants are [CH3:1][O:2][C:3]1[C:8]([CH2:9][NH2:10])=[C:7]([CH3:11])[CH:6]=[C:5]([CH3:12])[N:4]=1.[CH3:13][C:14]([O:17][C:18](O[C:18]([O:17][C:14]([CH3:16])([CH3:15])[CH3:13])=[O:19])=[O:19])([CH3:16])[CH3:15]. The yield is 0.830. (4) The reactants are [NH2:1][CH:2]1[CH2:7][CH2:6][N:5]([C:8]([O:10][C:11]([CH3:14])([CH3:13])[CH3:12])=[O:9])[CH2:4][CH2:3]1.Cl[C:16]([O:18][C:19]1[CH:24]=[CH:23][CH:22]=[CH:21][CH:20]=1)=[O:17].N1C=CC=CC=1. The catalyst is CCCCCC. The product is [C:11]([O:10][C:8]([N:5]1[CH2:4][CH2:3][CH:2]([NH:1][C:16]([O:18][C:19]2[CH:24]=[CH:23][CH:22]=[CH:21][CH:20]=2)=[O:17])[CH2:7][CH2:6]1)=[O:9])([CH3:14])([CH3:13])[CH3:12]. The yield is 0.409. (5) The reactants are [Br:1][C:2]1[CH:3]=[C:4]([C:8]2([C:18]3[CH:23]=[CH:22][C:21]([OH:24])=[CH:20][CH:19]=3)[C:12]3=[N:13][CH2:14][CH2:15][CH2:16][N:11]3[C:10](=[S:17])[NH:9]2)[CH:5]=[CH:6][CH:7]=1.C(N(CC)CC)C.[CH3:32][S:33](Cl)(=[O:35])=[O:34]. The catalyst is ClCCl. The product is [CH3:32][S:33]([O:24][C:21]1[CH:20]=[CH:19][C:18]([C:8]2([C:4]3[CH:5]=[CH:6][CH:7]=[C:2]([Br:1])[CH:3]=3)[C:12]3=[N:13][CH2:14][CH2:15][CH2:16][N:11]3[C:10](=[S:17])[NH:9]2)=[CH:23][CH:22]=1)(=[O:35])=[O:34]. The yield is 0.560. (6) The reactants are [H-].[Al+3].[Li+].[H-].[H-].[H-].C([O:9][C:10](=O)[CH2:11][C:12]1[C:13]([CH2:19][CH3:20])=[N:14][NH:15][C:16]=1[CH2:17][CH3:18])C.O. The catalyst is O1CCCC1. The product is [CH2:17]([C:16]1[C:12]([CH2:11][CH2:10][OH:9])=[C:13]([CH2:19][CH3:20])[NH:14][N:15]=1)[CH3:18]. The yield is 1.00. (7) The reactants are [Cl:1][C:2]1[CH:32]=[CH:31][C:5]([CH2:6][CH2:7][NH:8][C:9]([C:11]2[CH:30]=[CH:29][C:14]([O:15][C:16]3[CH:21]=[CH:20][C:19]([CH2:22][C:23]([O:25][CH2:26][CH3:27])=[O:24])=[CH:18][C:17]=3Br)=[CH:13][CH:12]=2)=[O:10])=[CH:4][CH:3]=1.[CH2:33]([Zn]CC)[CH3:34]. The catalyst is C1COCC1.C1C=CC(P(C2C=CC=CC=2)[C-]2C=CC=C2)=CC=1.C1C=CC(P(C2C=CC=CC=2)[C-]2C=CC=C2)=CC=1.Cl[Pd]Cl.[Fe+2]. The product is [Cl:1][C:2]1[CH:32]=[CH:31][C:5]([CH2:6][CH2:7][NH:8][C:9]([C:11]2[CH:30]=[CH:29][C:14]([O:15][C:16]3[CH:21]=[CH:20][C:19]([CH2:22][C:23]([O:25][CH2:26][CH3:27])=[O:24])=[CH:18][C:17]=3[CH2:33][CH3:34])=[CH:13][CH:12]=2)=[O:10])=[CH:4][CH:3]=1. The yield is 0.370.